From a dataset of Catalyst prediction with 721,799 reactions and 888 catalyst types from USPTO. Predict which catalyst facilitates the given reaction. (1) Reactant: [CH3:1][C:2]1[C:6]([S:7]([N:10]2[CH2:14][CH2:13][CH2:12][CH2:11]2)(=[O:9])=[O:8])=[C:5]([CH3:15])[NH:4][C:3]=1[C:16]([O:18][CH2:19][CH3:20])=[O:17].S(Cl)(Cl)(=O)=[O:22]. Product: [CH:15]([C:5]1[NH:4][C:3]([C:16]([O:18][CH2:19][CH3:20])=[O:17])=[C:2]([CH3:1])[C:6]=1[S:7]([N:10]1[CH2:14][CH2:13][CH2:12][CH2:11]1)(=[O:8])=[O:9])=[O:22]. The catalyst class is: 4. (2) Reactant: Br[C:2]1[C:15]2[C:14](=[O:16])[N:13]([CH2:17][CH2:18][N:19]3[CH2:24][CH2:23][O:22][CH2:21][CH2:20]3)[C:12](=[O:25])[C:11]3=[CH:26][C:27](Br)=[C:8]4[C:9]([C:10]=23)=[C:4]([C:5](=[O:38])[N:6]([CH2:30][CH2:31][N:32]2[CH2:37][CH2:36][O:35][CH2:34][CH2:33]2)[C:7]4=[O:29])[CH:3]=1.[NH2:39][CH2:40][CH2:41][N:42]1[CH2:47][CH2:46][N:45]([CH3:48])[CH2:44][CH2:43]1. Product: [CH3:48][N:45]1[CH2:46][CH2:47][N:42]([CH2:41][CH2:40][NH:39][C:2]2[C:15]3[C:14](=[O:16])[N:13]([CH2:17][CH2:18][N:19]4[CH2:24][CH2:23][O:22][CH2:21][CH2:20]4)[C:12](=[O:25])[C:11]4=[CH:26][C:27]([NH:39][CH2:40][CH2:41][N:42]5[CH2:47][CH2:46][N:45]([CH3:48])[CH2:44][CH2:43]5)=[C:8]5[C:9]([C:10]=34)=[C:4]([C:5](=[O:38])[N:6]([CH2:30][CH2:31][N:32]3[CH2:37][CH2:36][O:35][CH2:34][CH2:33]3)[C:7]5=[O:29])[CH:3]=2)[CH2:43][CH2:44]1. The catalyst class is: 37. (3) Reactant: [H-].[H-].[H-].[H-].[Li+].[Al+3].[NH2:7][CH:8]1[CH2:13][CH2:12][CH2:11][CH:10]([C:14](OCC)=[O:15])[CH2:9]1. Product: [NH2:7][CH:8]1[CH2:13][CH2:12][CH2:11][CH:10]([CH2:14][OH:15])[CH2:9]1. The catalyst class is: 1. (4) Reactant: [CH3:1][N:2]1[CH:6]=[CH:5][N:4]=[N:3]1.[Li]CCCC.[Cl:12][C:13]1[CH:20]=[CH:19][C:16]([CH:17]=[O:18])=[CH:15][CH:14]=1. Product: [Cl:12][C:13]1[CH:20]=[CH:19][C:16]([CH:17]([C:6]2[N:2]([CH3:1])[N:3]=[N:4][CH:5]=2)[OH:18])=[CH:15][CH:14]=1. The catalyst class is: 1. (5) Product: [C:1]([C:3]1[C:4]([C:17]2[CH:22]=[CH:21][C:20]([Cl:23])=[C:19]([Cl:24])[CH:18]=2)=[C:5]([C:12]([O:14][CH2:15][CH3:16])=[O:13])[S:6][C:7]=1[N:25]1[CH2:30][CH2:29][O:28][CH2:27][CH2:26]1)#[N:2]. Reactant: [C:1]([C:3]1[C:4]([C:17]2[CH:22]=[CH:21][C:20]([Cl:23])=[C:19]([Cl:24])[CH:18]=2)=[C:5]([C:12]([O:14][CH2:15][CH3:16])=[O:13])[S:6][C:7]=1S(C)(=O)=O)#[N:2].[NH:25]1[CH2:30][CH2:29][O:28][CH2:27][CH2:26]1. The catalyst class is: 1. (6) Reactant: [CH3:1][C:2]1[N:7]=[C:6]([C:8]2[CH:13]=[CH:12][CH:11]=[C:10]([C:14]3[CH:15]=[C:16]([S:20](Cl)(=[O:22])=[O:21])[CH:17]=[CH:18][CH:19]=3)[N:9]=2)[CH:5]=[C:4]([C:24]2[CH:29]=[CH:28][C:27]([C:30]([F:33])([F:32])[F:31])=[CH:26][CH:25]=2)[CH:3]=1.[F:34][C:35]([F:39])([F:38])[CH2:36][NH2:37].C(N(CC)CC)C. Product: [CH3:1][C:2]1[N:7]=[C:6]([C:8]2[CH:13]=[CH:12][CH:11]=[C:10]([C:14]3[CH:15]=[C:16]([S:20]([NH:37][CH2:36][C:35]([F:39])([F:38])[F:34])(=[O:22])=[O:21])[CH:17]=[CH:18][CH:19]=3)[N:9]=2)[CH:5]=[C:4]([C:24]2[CH:29]=[CH:28][C:27]([C:30]([F:33])([F:32])[F:31])=[CH:26][CH:25]=2)[CH:3]=1. The catalyst class is: 49. (7) Reactant: [C:1]([NH:11][C@@H:12]1[CH2:17][O:16][C:14](=[O:15])[CH2:13]1)([O:3][CH2:4][C:5]1[CH:10]=[CH:9][CH:8]=[CH:7][CH:6]=1)=[O:2].[CH3:18][NH:19][CH3:20]. Product: [CH3:18][N:19]([CH3:20])[C:14](=[O:15])[CH2:13][C@@H:12]([NH:11][C:1](=[O:2])[O:3][CH2:4][C:5]1[CH:10]=[CH:9][CH:8]=[CH:7][CH:6]=1)[CH2:17][OH:16]. The catalyst class is: 1.